Dataset: Cav3 T-type calcium channel HTS with 100,875 compounds. Task: Binary Classification. Given a drug SMILES string, predict its activity (active/inactive) in a high-throughput screening assay against a specified biological target. (1) The compound is O=C(Nc1cc2CCCc2cc1)CCN1CCC(CC1)C. The result is 0 (inactive). (2) The compound is O=C1N(C(Nc2cccnc2)c2c1cccc2)c1ncc(cc1)C. The result is 0 (inactive). (3) The molecule is S(CC(=O)NC1CC1)\C(=N/c1ccc(OCC)cc1)NC#N. The result is 0 (inactive). (4) The molecule is s1c(c2onc(n2)c2c(OC)nc(c3cc(OC)ccc3)cc2)ccc1. The result is 0 (inactive). (5) The compound is O1C(OCc2ccc(cc2)CO)CC(C2CCCCC2)C=C1C(=O)NCc1[nH]c2c(n1)cccc2. The result is 0 (inactive). (6) The result is 0 (inactive). The molecule is s1c(C(=O)N2CCC(CC2)C(OC)=O)c(n2c1nc(c2)c1ccc(F)cc1)C.